Dataset: Catalyst prediction with 721,799 reactions and 888 catalyst types from USPTO. Task: Predict which catalyst facilitates the given reaction. (1) Reactant: [OH:1][C:2]1[CH:7]=[CH:6][C:5]([NH:8][C:9]2[N:14]=[C:13]([C:15]3[CH:16]=[CH:17][C:18]([O:23][CH:24]4[CH2:29][CH2:28][O:27][CH2:26][CH2:25]4)=[C:19]([CH:22]=3)[C:20]#[N:21])[CH:12]=[CH:11][N:10]=2)=[CH:4][C:3]=1[O:30][CH3:31].C([O-])([O-])=O.[K+].[K+].Cl[CH2:39][CH2:40][CH2:41][S:42]([N:45]1[CH2:50][CH2:49][O:48][CH2:47][CH2:46]1)(=[O:44])=[O:43]. Product: [CH3:31][O:30][C:3]1[CH:4]=[C:5]([NH:8][C:9]2[N:14]=[C:13]([C:15]3[CH:16]=[CH:17][C:18]([O:23][CH:24]4[CH2:29][CH2:28][O:27][CH2:26][CH2:25]4)=[C:19]([CH:22]=3)[C:20]#[N:21])[CH:12]=[CH:11][N:10]=2)[CH:6]=[CH:7][C:2]=1[O:1][CH2:39][CH2:40][CH2:41][S:42]([N:45]1[CH2:50][CH2:49][O:48][CH2:47][CH2:46]1)(=[O:43])=[O:44]. The catalyst class is: 31. (2) Reactant: [NH2:1][C:2]1[CH:7]=[CH:6][CH:5]=[CH:4][CH:3]=1.[Br:8][CH2:9][C:10](Br)=[O:11].C(N(CC)CC)C. Product: [Br:8][CH2:9][C:10]([NH:1][C:2]1[CH:7]=[CH:6][CH:5]=[CH:4][CH:3]=1)=[O:11]. The catalyst class is: 4.